Predict the reaction yield, written as a fraction of the theoretical maximum amount of product (1.0 means a 100% yield; for example, 0.34 means a 34% yield). From a dataset of Reaction yield outcomes from USPTO patents with 853,638 reactions. (1) The reactants are Br[CH2:2][C:3]1[C:7]2([CH2:12][CH2:11][CH2:10][CH2:9][CH2:8]2)[NH:6][C:5](=[O:13])[C:4]=1[C:14]1[CH:19]=[CH:18][C:17]([O:20][CH3:21])=[CH:16][CH:15]=1.[CH2:22]([NH2:24])[CH3:23]. The catalyst is C(O)C. The product is [CH2:22]([NH:24][CH2:2][C:3]1[C:7]2([CH2:12][CH2:11][CH2:10][CH2:9][CH2:8]2)[NH:6][C:5](=[O:13])[C:4]=1[C:14]1[CH:19]=[CH:18][C:17]([O:20][CH3:21])=[CH:16][CH:15]=1)[CH3:23]. The yield is 0.980. (2) The reactants are [OH:1][CH2:2][C:3]1[CH:8]=[CH:7][C:6]([S:9]([NH2:12])(=[O:11])=[O:10])=[CH:5][CH:4]=1.[CH3:13][C:14]([Si:17](Cl)([CH3:19])[CH3:18])([CH3:16])[CH3:15].N1C=CN=C1. The catalyst is CN(C=O)C.C(OCC)(=O)C. The product is [Si:17]([O:1][CH2:2][C:3]1[CH:4]=[CH:5][C:6]([S:9]([NH2:12])(=[O:10])=[O:11])=[CH:7][CH:8]=1)([C:14]([CH3:16])([CH3:15])[CH3:13])([CH3:19])[CH3:18]. The yield is 0.840. (3) The reactants are Br[C:2]1[CH:3]=[C:4]2[C:8](=[CH:9][CH:10]=1)[NH:7][N:6]=[CH:5]2.[CH3:11][N:12](C=O)C. The catalyst is [Cl-].[Cl-].[Zn+2].C1C=CC([P]([Pd]([P](C2C=CC=CC=2)(C2C=CC=CC=2)C2C=CC=CC=2)([P](C2C=CC=CC=2)(C2C=CC=CC=2)C2C=CC=CC=2)[P](C2C=CC=CC=2)(C2C=CC=CC=2)C2C=CC=CC=2)(C2C=CC=CC=2)C2C=CC=CC=2)=CC=1. The product is [NH:12]1[C:11]2=[N:7][CH:8]=[C:4]([C:5]#[N:6])[CH:3]=[C:2]2[CH:10]=[CH:9]1. The yield is 0.750.